From a dataset of Reaction yield outcomes from USPTO patents with 853,638 reactions. Predict the reaction yield, written as a fraction of the theoretical maximum amount of product (1.0 means a 100% yield; for example, 0.34 means a 34% yield). (1) The product is [N:23]1([CH2:22][CH2:21][O:20][C:17]2[CH:16]=[CH:15][C:14]([O:13][C:9]3[C:8]([O:29][S:30]([C:33]([F:36])([F:34])[F:35])(=[O:32])=[O:31])=[CH:7][CH:6]=[C:5]4[C:10]=3[CH:11]=[CH:12][C:65]([O:64][C:61](=[O:63])[CH3:62])=[CH:66]4)=[CH:19][CH:18]=2)[CH2:28][CH2:27][CH2:26][CH2:25][CH2:24]1. The catalyst is C(Cl)Cl.CN(C)C1C=CN=CC=1. The reactants are COC1C=[C:5]2[C:10](=[CH:11][CH:12]=1)[C:9]([O:13][C:14]1[CH:19]=[CH:18][C:17]([O:20][CH2:21][CH2:22][N:23]3[CH2:28][CH2:27][CH2:26][CH2:25][CH2:24]3)=[CH:16][CH:15]=1)=[C:8]([O:29][S:30]([C:33]([F:36])([F:35])[F:34])(=[O:32])=[O:31])[CH:7]=[CH:6]2.Cl.CCOCC.B(Br)(Br)Br.C(=O)(O)[O-].[Na+].C(N(CC)C(C)C)(C)C.[C:61]([O:64][C:65](=O)[CH3:66])(=[O:63])[CH3:62]. The yield is 1.00. (2) The reactants are [C:1]([NH:9][NH:10][C:11]([C:13]1[CH:14]=[C:15]2[C:19](=[CH:20][CH:21]=1)[N:18]([S:22]([C:25]1[CH:31]=[CH:30][C:28]([CH3:29])=[CH:27][CH:26]=1)(=[O:24])=[O:23])[CH:17]=[C:16]2[I:32])=O)(=O)[C:2]1[CH:7]=[CH:6][CH:5]=[CH:4][CH:3]=1.COC1C=CC(P2(SP(C3C=CC(OC)=CC=3)(=S)S2)=[S:42])=CC=1. The catalyst is O1CCOCC1. The product is [I:32][C:16]1[C:15]2[C:19](=[CH:20][CH:21]=[C:13]([C:11]3[S:42][C:1]([C:2]4[CH:7]=[CH:6][CH:5]=[CH:4][CH:3]=4)=[N:9][N:10]=3)[CH:14]=2)[N:18]([S:22]([C:25]2[CH:31]=[CH:30][C:28]([CH3:29])=[CH:27][CH:26]=2)(=[O:24])=[O:23])[CH:17]=1. The yield is 0.400. (3) The reactants are F.F.F.C(N(CC)CC)C.[Si]([O:28][CH2:29][C@H:30]1[O:34][C@@H:33]([N:35]2[CH:42]=[C:41]([CH3:43])[C:39](=[O:40])[NH:38][C:36]2=[O:37])[C@H:32]([O:44][CH2:45][CH2:46][O:47][N:48]([CH3:50])[CH3:49])[C@@H:31]1[OH:51])(C(C)(C)C)(C1C=CC=CC=1)C1C=CC=CC=1.CO. The catalyst is C1COCC1.C(Cl)Cl. The product is [CH3:49][N:48]([CH3:50])[O:47][CH2:46][CH2:45][O:44][C@@H:32]1[C@H:31]([OH:51])[C@@H:30]([CH2:29][OH:28])[O:34][C@H:33]1[N:35]1[CH:42]=[C:41]([CH3:43])[C:39](=[O:40])[NH:38][C:36]1=[O:37]. The yield is 0.925. (4) The reactants are [CH3:1][O:2][C:3]1[CH:8]=[C:7]([O:9][CH3:10])[CH:6]=[C:5]([O:11][CH3:12])[C:4]=1[CH:13]=[CH:14][C:15]1[S:16][CH:17]=[CH:18][CH:19]=1.C([Li])CCC.CN(C)[CH:27]=[O:28]. The catalyst is O1CCCC1. The product is [CH3:12][O:11][C:5]1[CH:6]=[C:7]([O:9][CH3:10])[CH:8]=[C:3]([O:2][CH3:1])[C:4]=1[CH:13]=[CH:14][C:15]1[S:16][C:17]([CH:27]=[O:28])=[CH:18][CH:19]=1. The yield is 0.690.